This data is from Forward reaction prediction with 1.9M reactions from USPTO patents (1976-2016). The task is: Predict the product of the given reaction. (1) Given the reactants [NH2:1][C:2]1[CH:3]=[C:4]([C:7]([Br:10])=[CH:8][N:9]=1)[C:5]#[N:6].C([O-])(O)=O.[Na+].Cl[CH2:17][CH:18]=O, predict the reaction product. The product is: [Br:10][C:7]1[C:4]([C:5]#[N:6])=[CH:3][C:2]2[N:9]([CH:17]=[CH:18][N:1]=2)[CH:8]=1. (2) Given the reactants Cl[C:2]1[N:7]2[N:8]=[CH:9][C:10]([C:11]([O:13][CH2:14][CH3:15])=[O:12])=[C:6]2[N:5]=[CH:4][C:3]=1[C:16]([N:18]1[CH2:23][CH2:22][CH:21]([C:24]2[CH:29]=[CH:28][CH:27]=[CH:26][CH:25]=2)[CH2:20][CH2:19]1)=[O:17].[CH3:30][C:31]1([CH3:41])[CH2:35][C:34]2[CH:36]=[CH:37][CH:38]=[C:39]([NH2:40])[C:33]=2[O:32]1, predict the reaction product. The product is: [CH2:14]([O:13][C:11]([C:10]1[CH:9]=[N:8][N:7]2[C:2]([NH:40][C:39]3[C:33]4[O:32][C:31]([CH3:41])([CH3:30])[CH2:35][C:34]=4[CH:36]=[CH:37][CH:38]=3)=[C:3]([C:16]([N:18]3[CH2:23][CH2:22][CH:21]([C:24]4[CH:29]=[CH:28][CH:27]=[CH:26][CH:25]=4)[CH2:20][CH2:19]3)=[O:17])[CH:4]=[N:5][C:6]=12)=[O:12])[CH3:15]. (3) Given the reactants [N:1]1[CH:6]=[CH:5][C:4]([CH2:7][NH:8][C:9](=[O:20])[NH:10][O:11][CH2:12][C:13]([O:15]C(C)(C)C)=[O:14])=[CH:3][CH:2]=1.Cl.O1CCOCC1, predict the reaction product. The product is: [N:1]1[CH:6]=[CH:5][C:4]([CH2:7][NH:8][C:9](=[O:20])[NH:10][O:11][CH2:12][C:13]([OH:15])=[O:14])=[CH:3][CH:2]=1. (4) Given the reactants [CH:1]1[CH:2]=[CH:3][C:4]([CH2:7][NH:8][C:9]([CH2:11][C:12]2[CH:13]=[CH:14][C:15]([C:18]3[CH:19]=[CH:20][C:21]([O:24][CH2:25][CH2:26][N:27]4[CH2:32][CH2:31][O:30][CH2:29][CH2:28]4)=[CH:22][CH:23]=3)=[CH:16][N:17]=2)=[O:10])=[CH:5][CH:6]=1.[ClH:33].CCOC(C)=O.CCCCCCC, predict the reaction product. The product is: [Cl-:33].[CH2:7]([NH:8][C:9](=[O:10])[CH2:11][C:12]1[NH+:17]=[CH:16][C:15]([C:18]2[CH:23]=[CH:22][C:21]([O:24][CH2:25][CH2:26][NH+:27]3[CH2:32][CH2:31][O:30][CH2:29][CH2:28]3)=[CH:20][CH:19]=2)=[CH:14][CH:13]=1)[C:4]1[CH:3]=[CH:2][CH:1]=[CH:6][CH:5]=1.[Cl-:33].